Task: Predict the product of the given reaction.. Dataset: Forward reaction prediction with 1.9M reactions from USPTO patents (1976-2016) (1) Given the reactants [CH3:1][O:2][C:3]1[CH:4]=[CH:5][C:6]2[O:10][CH:9]=[C:8]([CH3:11])[C:7]=2[CH:12]=1.[Cl:13][CH2:14][CH2:15][CH2:16][CH2:17][C:18](Cl)=[O:19].[N+](C)([O-])=O.[Cl-].[Al+3].[Cl-].[Cl-], predict the reaction product. The product is: [Cl:13][CH2:14][CH2:15][CH2:16][CH2:17][C:18]([C:9]1[O:10][C:6]2[CH:5]=[CH:4][C:3]([O:2][CH3:1])=[CH:12][C:7]=2[C:8]=1[CH3:11])=[O:19]. (2) The product is: [O:18]1[CH:22]=[CH:21][CH:20]=[C:19]1[C:23](=[O:24])[CH2:17][C:14]1[CH:15]=[CH:16][N:11]=[CH:12][CH:13]=1. Given the reactants C[Si]([N-][Si](C)(C)C)(C)C.[Li+].[N:11]1[CH:16]=[CH:15][C:14]([CH3:17])=[CH:13][CH:12]=1.[O:18]1[CH:22]=[CH:21][CH:20]=[C:19]1[C:23](OCC)=[O:24].CCCCCC, predict the reaction product. (3) Given the reactants [S:1]1[CH:5]=[CH:4][C:3]2[C:6]([C:10]#N)=[CH:7][CH:8]=[CH:9][C:2]1=2.C(O)=[O:13], predict the reaction product. The product is: [S:1]1[CH:5]=[CH:4][C:3]2[C:6]([CH:10]=[O:13])=[CH:7][CH:8]=[CH:9][C:2]1=2. (4) Given the reactants Br[C:2]1[C:7]([O:8][CH3:9])=[CH:6][CH:5]=[C:4]([CH3:10])[N:3]=1.[Cl:11][C:12]1[CH:13]=[C:14](B(O)O)[CH:15]=[CH:16][CH:17]=1.C1C=CC(P(C2C=CC=CC=2)C2C=CC=CC=2)=CC=1.C([O-])([O-])=O.[K+].[K+], predict the reaction product. The product is: [Cl:11][C:12]1[CH:17]=[C:16]([C:2]2[C:7]([O:8][CH3:9])=[CH:6][CH:5]=[C:4]([CH3:10])[N:3]=2)[CH:15]=[CH:14][CH:13]=1. (5) Given the reactants Br[C:2]1[CH:3]=[C:4]([CH:8]2[O:12][CH2:11][CH2:10][O:9]2)[CH:5]=[CH:6][CH:7]=1.[Mg].O1CCOC1.[F:19][C:20]([F:30])([F:29])[C:21]1[CH:22]=[C:23]([CH:26]=[CH:27][CH:28]=1)[CH:24]=[O:25].[NH4+].[Cl-], predict the reaction product. The product is: [O:9]1[CH2:10][CH2:11][O:12][CH:8]1[C:4]1[CH:3]=[C:2]([CH:24]([C:23]2[CH:26]=[CH:27][CH:28]=[C:21]([C:20]([F:19])([F:29])[F:30])[CH:22]=2)[OH:25])[CH:7]=[CH:6][CH:5]=1. (6) Given the reactants [CH2:1]([C:3]1[CH:4]=[C:5]2[C:9](=[CH:10][CH:11]=1)[NH:8][N:7]=[C:6]2[C:12]([NH:14][CH2:15][CH:16]1[CH2:21][CH2:20][N:19]([CH2:22][C:23]([OH:25])=[O:24])[CH2:18][CH2:17]1)=[O:13])[CH3:2].CC1[CH2:28][CH:29](B2OC(C)(C)C(C)(C)O2)[O:30][CH2:31]C=1, predict the reaction product. The product is: [O:30]1[CH2:29][CH:28]=[C:1]([C:3]2[CH:4]=[C:5]3[C:9](=[CH:10][CH:11]=2)[NH:8][N:7]=[C:6]3[C:12]([NH:14][CH2:15][CH:16]2[CH2:17][CH2:18][N:19]([CH2:22][C:23]([OH:25])=[O:24])[CH2:20][CH2:21]2)=[O:13])[CH2:2][CH2:31]1. (7) The product is: [CH3:1][C:2]1([CH3:14])[C:6]([CH3:7])([CH3:8])[O:5][B:4]([C:9]2[CH:13]=[N:12][N:11]([CH2:27][O:26][CH2:25][CH2:24][Si:23]([CH3:30])([CH3:29])[CH3:22])[CH:10]=2)[O:3]1. Given the reactants [CH3:1][C:2]1([CH3:14])[C:6]([CH3:8])([CH3:7])[O:5][B:4]([C:9]2[CH:10]=[N:11][NH:12][CH:13]=2)[O:3]1.CN(C=O)C.[H-].[Na+].[CH3:22][Si:23]([CH3:30])([CH3:29])[CH2:24][CH2:25][O:26][CH2:27]Cl, predict the reaction product. (8) Given the reactants [Cl:1][C:2]1[CH:10]=[C:9]([CH:11]([NH:13][C:14]2[CH:19]=[C:18]([N:20]3[CH2:25][CH2:24][NH:23][CH2:22][CH2:21]3)[CH:17]=[CH:16][C:15]=2[S:26]([CH3:29])(=[O:28])=[O:27])[CH3:12])[C:5]2[O:6][CH2:7][O:8][C:4]=2[CH:3]=1.Cl, predict the reaction product. The product is: [ClH:1].[Cl:1][C:2]1[CH:10]=[C:9]([CH:11]([NH:13][C:14]2[CH:19]=[C:18]([N:20]3[CH2:25][CH2:24][NH:23][CH2:22][CH2:21]3)[CH:17]=[CH:16][C:15]=2[S:26]([CH3:29])(=[O:28])=[O:27])[CH3:12])[C:5]2[O:6][CH2:7][O:8][C:4]=2[CH:3]=1. (9) Given the reactants [CH:1]([C:4]1[CH:5]=[CH:6][C:7]([O:27][CH3:28])=[C:8]([C:10]2[CH:15]=[CH:14][C:13]([C:16]([F:19])([F:18])[F:17])=[CH:12][C:11]=2[C@@H:20]2[O:24][C:23](=[O:25])[NH:22][C@H:21]2[CH3:26])[CH:9]=1)([CH3:3])[CH3:2].[H-].[Na+].[F:31][C:32]([F:46])([F:45])[C:33]1[CH:34]=[C:35]([CH:38]=[C:39]([C:41]([F:44])([F:43])[F:42])[CH:40]=1)[CH2:36]Br, predict the reaction product. The product is: [F:31][C:32]([F:45])([F:46])[C:33]1[CH:34]=[C:35]([CH:38]=[C:39]([C:41]([F:44])([F:42])[F:43])[CH:40]=1)[CH2:36][N:22]1[C@@H:21]([CH3:26])[C@H:20]([C:11]2[CH:12]=[C:13]([C:16]([F:17])([F:18])[F:19])[CH:14]=[CH:15][C:10]=2[C:8]2[CH:9]=[C:4]([CH:1]([CH3:3])[CH3:2])[CH:5]=[CH:6][C:7]=2[O:27][CH3:28])[O:24][C:23]1=[O:25]. (10) Given the reactants [F:1][C:2]1[CH:7]=[CH:6][CH:5]=[CH:4][C:3]=1[C:8]1[CH:9]=[N:10][C:11]([N:14]2[C:22]3[C:17](=[CH:18][CH:19]=[C:20]([C:23](O)=[O:24])[CH:21]=3)[C:16]([S:26]([CH3:28])=[O:27])=[CH:15]2)=[N:12][CH:13]=1.[CH3:29][O:30][C@H:31]1[CH2:35][CH2:34][NH:33][CH2:32]1.CN(C(ON1N=NC2C=CC=NC1=2)=[N+](C)C)C.F[P-](F)(F)(F)(F)F, predict the reaction product. The product is: [F:1][C:2]1[CH:7]=[CH:6][CH:5]=[CH:4][C:3]=1[C:8]1[CH:9]=[N:10][C:11]([N:14]2[C:22]3[C:17](=[CH:18][CH:19]=[C:20]([C:23]([N:33]4[CH2:34][CH2:35][C@H:31]([O:30][CH3:29])[CH2:32]4)=[O:24])[CH:21]=3)[C:16]([S:26]([CH3:28])=[O:27])=[CH:15]2)=[N:12][CH:13]=1.